From a dataset of Catalyst prediction with 721,799 reactions and 888 catalyst types from USPTO. Predict which catalyst facilitates the given reaction. (1) Reactant: C([Li])(C)(C)C.Br[C:7]1[C:8]2[C:12]([CH:13]=[CH:14][CH:15]=1)=[N:11][N:10]([C:16]([C:29]1[CH:34]=[CH:33][CH:32]=[CH:31][CH:30]=1)([C:23]1[CH:28]=[CH:27][CH:26]=[CH:25][CH:24]=1)[C:17]1[CH:22]=[CH:21][CH:20]=[CH:19][CH:18]=1)[CH:9]=2.[CH3:35][C@@H:36]1[N:41]([CH2:42][CH3:43])[CH2:40][C:39](=[O:44])[O:38][CH2:37]1. Product: [CH3:35][C@@H:36]1[N:41]([CH2:42][CH3:43])[CH2:40][C:39]([C:7]2[C:8]3[C:12]([CH:13]=[CH:14][CH:15]=2)=[N:11][N:10]([C:16]([C:17]2[CH:18]=[CH:19][CH:20]=[CH:21][CH:22]=2)([C:23]2[CH:28]=[CH:27][CH:26]=[CH:25][CH:24]=2)[C:29]2[CH:34]=[CH:33][CH:32]=[CH:31][CH:30]=2)[CH:9]=3)([OH:44])[O:38][CH2:37]1. The catalyst class is: 1. (2) Reactant: [CH3:1][C:2]1[C:11]2[C:6](=[CH:7][CH:8]=[CH:9][CH:10]=2)[C:5]([C:12]#[N:13])=[CH:4][CH:3]=1.[Br:14]N1C(=O)CCC1=O. Product: [Br:14][CH2:1][C:2]1[C:11]2[C:6](=[CH:7][CH:8]=[CH:9][CH:10]=2)[C:5]([C:12]#[N:13])=[CH:4][CH:3]=1. The catalyst class is: 717. (3) Reactant: C(OC([NH:8][CH2:9][CH2:10][C:11]1[CH:12]=[C:13]([NH:17][C:18](=[O:40])[CH2:19][N:20]2[CH:24]=[C:23]([O:25][C:26]3[C:35]4[C:30](=[CH:31][C:32]([O:38][CH3:39])=[C:33]([O:36][CH3:37])[CH:34]=4)[N:29]=[CH:28][N:27]=3)[CH:22]=[N:21]2)[CH:14]=[CH:15][CH:16]=1)=O)(C)(C)C.FC(F)(F)C(O)=O. Product: [NH2:8][CH2:9][CH2:10][C:11]1[CH:12]=[C:13]([NH:17][C:18](=[O:40])[CH2:19][N:20]2[CH:24]=[C:23]([O:25][C:26]3[C:35]4[C:30](=[CH:31][C:32]([O:38][CH3:39])=[C:33]([O:36][CH3:37])[CH:34]=4)[N:29]=[CH:28][N:27]=3)[CH:22]=[N:21]2)[CH:14]=[CH:15][CH:16]=1. The catalyst class is: 2. (4) Reactant: [CH3:1][N:2]([C@@H:10]([CH2:23][C@@H:24]1[CH2:29][CH2:28][CH2:27][O:26][CH2:25]1)[CH2:11][NH:12]C(OCC1C=CC=CC=1)=O)[C:3](=[O:9])[O:4][C:5]([CH3:8])([CH3:7])[CH3:6].[H][H]. Product: [NH2:12][CH2:11][C@@H:10]([N:2]([CH3:1])[C:3](=[O:9])[O:4][C:5]([CH3:6])([CH3:8])[CH3:7])[CH2:23][C@@H:24]1[CH2:29][CH2:28][CH2:27][O:26][CH2:25]1. The catalyst class is: 19. (5) Reactant: [NH2:1][C:2]1[CH:12]=[CH:11][C:5]([C:6]([O:8][CH2:9][CH3:10])=[O:7])=[CH:4][CH:3]=1.[C:13]([C:17]1[CH:18]=[C:19]([CH:23]=[C:24]([C:27]([CH3:30])([CH3:29])[CH3:28])[C:25]=1[OH:26])[C:20](O)=[O:21])([CH3:16])([CH3:15])[CH3:14].CN(C(ON1N=NC2C=CC=CC1=2)=[N+](C)C)C.[B-](F)(F)(F)F.CCN(C(C)C)C(C)C.C(=O)([O-])[O-].[Na+].[Na+]. Product: [C:27]([C:24]1[CH:23]=[C:19]([CH:18]=[C:17]([C:13]([CH3:16])([CH3:15])[CH3:14])[C:25]=1[OH:26])[C:20]([NH:1][C:2]1[CH:3]=[CH:4][C:5]([C:6]([O:8][CH2:9][CH3:10])=[O:7])=[CH:11][CH:12]=1)=[O:21])([CH3:30])([CH3:29])[CH3:28]. The catalyst class is: 3. (6) The catalyst class is: 39. Reactant: [C:1]([O:5][C:6]([NH:8][CH2:9][C:10]1[CH:11]=[C:12]([CH:16]=[CH:17][CH:18]=1)[C:13]([OH:15])=[O:14])=[O:7])([CH3:4])([CH3:3])[CH3:2].[B-](F)(F)(F)F.CN(C(O[N:32]1[C:37](=[O:38])[CH2:36][CH2:35][C:33]1=[O:34])=[N+](C)C)C.C(N(CC)C(C)C)(C)C. Product: [C:1]([O:5][C:6]([NH:8][CH2:9][C:10]1[CH:11]=[C:12]([CH:16]=[CH:17][CH:18]=1)[C:13]([O:15][N:32]1[C:37](=[O:38])[CH2:36][CH2:35][C:33]1=[O:34])=[O:14])=[O:7])([CH3:4])([CH3:2])[CH3:3]. (7) Reactant: Br[C:2]1[CH:3]=[CH:4][C:5]([O:9][C:10]([F:13])([F:12])[F:11])=[C:6]([NH2:8])[CH:7]=1.C(=O)([O-])[O-].[Cs+].[Cs+].ClCCl.[CH3:23][N:24]1[CH2:29][CH:28]=[C:27](B2OC(C)(C)C(C)(C)O2)[CH2:26][CH2:25]1. Product: [CH3:23][N:24]1[CH2:25][CH:26]=[C:27]([C:2]2[CH:3]=[CH:4][C:5]([O:9][C:10]([F:13])([F:12])[F:11])=[C:6]([NH2:8])[CH:7]=2)[CH2:28][CH2:29]1. The catalyst class is: 710.